Dataset: Forward reaction prediction with 1.9M reactions from USPTO patents (1976-2016). Task: Predict the product of the given reaction. (1) Given the reactants C(N1C2C=C(C(O)=O)C=C3N(C)S(=O)(=O)C=CC(C=23)=C1)C.[CH3:22][N:23]1[C:34]2[C:35]3[C:27](=[CH:28][N:29]([CH2:39][CH2:40][CH3:41])[C:30]=3[CH:31]=[C:32]([C:36]([OH:38])=[O:37])[CH:33]=2)[CH:26]=[C:25](C(O)=O)[S:24]1(=[O:46])=[O:45], predict the reaction product. The product is: [CH3:22][N:23]1[C:34]2[C:35]3[C:27](=[CH:28][N:29]([CH2:39][CH2:40][CH3:41])[C:30]=3[CH:31]=[C:32]([C:36]([OH:38])=[O:37])[CH:33]=2)[CH:26]=[CH:25][S:24]1(=[O:46])=[O:45]. (2) Given the reactants Br[C:2]1[CH:3]=[C:4]([C:8]2[N:13]=[C:12]([C:14]([F:17])([F:16])[F:15])[CH:11]=[C:10]([C:18]3[CH:23]=[CH:22][C:21]([C:24]([F:27])([F:26])[F:25])=[CH:20][CH:19]=3)[N:9]=2)[CH:5]=[CH:6][CH:7]=1.[CH3:28][S:29]([C:32]1[CH:33]=[C:34](B(O)O)[CH:35]=[CH:36][CH:37]=1)(=[O:31])=[O:30], predict the reaction product. The product is: [CH3:28][S:29]([C:32]1[CH:37]=[C:36]([C:2]2[CH:7]=[CH:6][CH:5]=[C:4]([C:8]3[N:13]=[C:12]([C:14]([F:15])([F:17])[F:16])[CH:11]=[C:10]([C:18]4[CH:19]=[CH:20][C:21]([C:24]([F:25])([F:27])[F:26])=[CH:22][CH:23]=4)[N:9]=3)[CH:3]=2)[CH:35]=[CH:34][CH:33]=1)(=[O:31])=[O:30].